From a dataset of Reaction yield outcomes from USPTO patents with 853,638 reactions. Predict the reaction yield, written as a fraction of the theoretical maximum amount of product (1.0 means a 100% yield; for example, 0.34 means a 34% yield). (1) The reactants are Cl[C:2]1[C:7]([N+:8]([O-:10])=[O:9])=[CH:6][CH:5]=[CH:4][C:3]=1[N+:11]([O-:13])=[O:12].[NH2:14][CH2:15][C:16]([F:21])([F:20])[C:17]([OH:19])=[O:18].C(=O)([O-])O.[Na+].O. The catalyst is CO. The product is [N+:11]([C:3]1[CH:4]=[CH:5][CH:6]=[C:7]([N+:8]([O-:10])=[O:9])[C:2]=1[NH:14][CH2:15][C:16]([F:21])([F:20])[C:17]([OH:19])=[O:18])([O-:13])=[O:12]. The yield is 0.830. (2) The reactants are Br[C:2]1[C:10]2[N:9]=[C:8]([CH2:11][CH:12]3[CH2:17][CH2:16][CH2:15][CH2:14][N:13]3[C:18]([C:20]3[N:21]=[C:22]([CH3:32])[S:23][C:24]=3[C:25]3[CH:30]=[CH:29][C:28]([F:31])=[CH:27][CH:26]=3)=[O:19])[NH:7][C:6]=2[CH:5]=[CH:4][CH:3]=1.C([Sn](CCCC)(CCCC)[C:38]([O:40]CC)=[CH2:39])CCC.O. The catalyst is O1CCOCC1.Cl.C1C=CC([P]([Pd]([P](C2C=CC=CC=2)(C2C=CC=CC=2)C2C=CC=CC=2)([P](C2C=CC=CC=2)(C2C=CC=CC=2)C2C=CC=CC=2)[P](C2C=CC=CC=2)(C2C=CC=CC=2)C2C=CC=CC=2)(C2C=CC=CC=2)C2C=CC=CC=2)=CC=1. The product is [C:38]([C:2]1[C:10]2[N:9]=[C:8]([CH2:11][CH:12]3[CH2:17][CH2:16][CH2:15][CH2:14][N:13]3[C:18]([C:20]3[N:21]=[C:22]([CH3:32])[S:23][C:24]=3[C:25]3[CH:30]=[CH:29][C:28]([F:31])=[CH:27][CH:26]=3)=[O:19])[NH:7][C:6]=2[CH:5]=[CH:4][CH:3]=1)(=[O:40])[CH3:39]. The yield is 0.330. (3) The reactants are [NH2:1][C:2]1[N:14]=[C:13]([C:15]2[CH:20]=[CH:19][CH:18]=[CH:17][C:16]=2[O:21][CH2:22][C:23]2[CH:28]=[CH:27][CH:26]=[CH:25][CH:24]=2)[CH:12]=[C:11]([CH:29]([NH:37][C:38]([O:40][C:41]([CH3:44])([CH3:43])[CH3:42])=[O:39])[CH2:30][C:31]2[CH:36]=[CH:35][CH:34]=[CH:33][CH:32]=2)[C:3]=1[C:4](OC(C)(C)C)=[O:5].COCCO[AlH2-]OCCOC.[Na+]. The catalyst is C1COCC1. The product is [C:41]([O:40][C:38](=[O:39])[NH:37][CH:29]([C:11]1[CH:12]=[C:13]([C:15]2[CH:20]=[CH:19][CH:18]=[CH:17][C:16]=2[O:21][CH2:22][C:23]2[CH:24]=[CH:25][CH:26]=[CH:27][CH:28]=2)[N:14]=[C:2]([NH2:1])[C:3]=1[CH:4]=[O:5])[CH2:30][C:31]1[CH:36]=[CH:35][CH:34]=[CH:33][CH:32]=1)([CH3:44])([CH3:42])[CH3:43]. The yield is 0.510. (4) The reactants are C([O:3][C:4](=O)[CH2:5][C:6]1[N:10]([CH2:11][C:12]2[CH:17]=[CH:16][CH:15]=[CH:14][C:13]=2[Cl:18])[C:9]([C:19]2[N:20]=[N:21][N:22]([CH2:30][C:31]3[CH:36]=[C:35]([C:37]([F:40])([F:39])[F:38])[CH:34]=[C:33]([C:41]([F:44])([F:43])[F:42])[CH:32]=3)[C:23]=2[C:24]2[CH:29]=[CH:28][CH:27]=[CH:26][CH:25]=2)=[N:8][N:7]=1)C.[H-].[H-].[H-].[H-].[Li+].[Al+3]. The catalyst is C1COCC1. The product is [F:44][C:41]([F:42])([F:43])[C:33]1[CH:32]=[C:31]([CH:36]=[C:35]([C:37]([F:40])([F:39])[F:38])[CH:34]=1)[CH2:30][N:22]1[C:23]([C:24]2[CH:25]=[CH:26][CH:27]=[CH:28][CH:29]=2)=[C:19]([C:9]2[N:10]([CH2:11][C:12]3[CH:17]=[CH:16][CH:15]=[CH:14][C:13]=3[Cl:18])[C:6]([CH2:5][CH2:4][OH:3])=[N:7][N:8]=2)[N:20]=[N:21]1. The yield is 0.320. (5) The reactants are [F:1][C:2]1[CH:7]=[CH:6][C:5]([CH2:8][C:9]([N:11]=[C:12]=[S:13])=[O:10])=[CH:4][CH:3]=1.[NH2:14][C:15]1[CH:43]=[CH:42][C:18]([O:19][C:20]2[CH:25]=[CH:24][N:23]=[C:22]([NH:26][C:27]([N:29]3[CH2:34][CH2:33][CH:32]([N:35]4[CH2:40][CH2:39][CH:38]([OH:41])[CH2:37][CH2:36]4)[CH2:31][CH2:30]3)=[O:28])[CH:21]=2)=[CH:17][CH:16]=1.C12(CS(O)(=O)=O)C(C)(C)C(CC1)CC2=O. The catalyst is C1(C)C=CC=CC=1.C(O)C. The product is [OH:41][CH:38]1[CH2:39][CH2:40][N:35]([CH:32]2[CH2:33][CH2:34][N:29]([C:27]([NH:26][C:22]3[CH:21]=[C:20]([O:19][C:18]4[CH:17]=[CH:16][C:15]([NH:14][C:12]([NH:11][C:9](=[O:10])[CH2:8][C:5]5[CH:4]=[CH:3][C:2]([F:1])=[CH:7][CH:6]=5)=[S:13])=[CH:43][CH:42]=4)[CH:25]=[CH:24][N:23]=3)=[O:28])[CH2:30][CH2:31]2)[CH2:36][CH2:37]1. The yield is 0.190.